This data is from Experimentally validated miRNA-target interactions with 360,000+ pairs, plus equal number of negative samples. The task is: Binary Classification. Given a miRNA mature sequence and a target amino acid sequence, predict their likelihood of interaction. (1) The miRNA is hsa-miR-1271-3p with sequence AGUGCCUGCUAUGUGCCAGGCA. The protein sequence of the target gene is MSTSWSDRLQNAADMPANMDKHALKKYRREAYHRVFVNRSLAMEKIKCFGFDMDYTLAVYKSPEYESLGFELTVERLVSIGYPQELLSFAYDSTFPTRGLVFDTLYGNLLKVDAYGNLLVCAHGFNFIRGPETREQYPNKFIQRDDTERFYILNTLFNLPETYLLACLVDFFTNCPRYTSCETGFKDGDLFMSYRSMFQDVRDAVDWVHYKGSLKEKTVENLEKYVVKDGKLPLLLSRMKEVGKVFLATNSDYKYTDKIMTYLFDFPHGPKPGSSHRPWQSYFDLILVDARKPLFFGEGT.... Result: 1 (interaction). (2) The miRNA is mmu-miR-323-5p with sequence AGGUGGUCCGUGGCGCGUUCGC. The protein sequence of the target gene is MEHAVAPCVLYPGTEPGAAGESESEGAASPAQTPCSLGASLCFSSGEESPPQSLASAAEGAATSPPSSGGPRVVERQWEAGSAGAASPEELASPEERACPEEPAAPSPEPRVWLEDPASPEEPGEPAPVPPGFGAVYGEPDLVLEVSGRRLRAHKAVLAARSDYFRARASRDVLRVQGVSLTALRLLLADAYSGRMAGVRPDNVAEVVAGARRLQLPGAAQRATDAVGPQLSLANCYEVLSAAKRQRLNELRDAAYCFMSDHYLEVLREPAVFGRLSGAERDLLLRRRLRAGRAHLLAAA.... Result: 0 (no interaction). (3) Result: 1 (interaction). The protein sequence of the target gene is MLVDGPSERPALCFLLLAVAMSFFGSALSIDETRAHLLLKEKMMRLGGRLVLNTKEELANERLMTLKIAEMKEAMRTLIFPPSMHFFQAKHLIERSQVFNILRMMPKGAALHLHDIGIVTMDWLVRNVTYRPHCHICFTPRGIMQFRFAHPTPRPSEKCSKWILLEDYRKRVQNVTEFDDSLLRNFTLVTQHPEVIYTNQNVVWSKFETIFFTISGLIHYAPVFRDYVFRSMQEFYEDNVLYMEIRARLLPVYELSGEHHDEEWSVKTYQEVAQKFVETHPEFIGIKIIYSDHRSKDVAV.... The miRNA is hsa-miR-3689a-3p with sequence CUGGGAGGUGUGAUAUCGUGGU. (4) The miRNA is ssc-miR-361-3p with sequence CCCCCAGGUGUGAUUCUGAUUUGC. The protein sequence of the target gene is MAQGPSQCPALLGAPASTTDGTQEARVPLDGAFWIPRPPAGSPKGCFACVSKPPALQAAAAPAPEPSASPPMAPTLFPMESKSSKTDSVRASGVPQACKHLAEKKTMTNPTTVIEVYPDTTEVNDYYLWSIFNFVYLNFCCLGFIALAYSLKVRDKKLLNDLNGAVEDAKTARLFNITSSALAASCIILIFIFLRYPLTDY. Result: 0 (no interaction). (5) The miRNA is hsa-miR-6757-3p with sequence AACACUGGCCUUGCUAUCCCCA. The protein sequence of the target gene is MVLIKEFRVVLPCSVQEYQVGQLYSVAEASKNETGGGEGIEVLKNEPYENDGEKGQYTHKIYHLKSKVPAFVRMIAPEGSLVFHEKAWNAYPYCRTIVTNEYMKDDFFIKIETWHKPDLGTLENVHGLDPNTWKTVEIVHIDIADRSQVEPADYKADEDPALFHSVKTKRGPLGPNWKKELANTPDCPRMCAYKLVTIKFKWWGLQSKVENFIQKQEKRIFTNLHRQLFCWIDKWIDLTMEDIRRMEDETQKELETMRKKGSVRGTSAADA. Result: 0 (no interaction). (6) The miRNA is hsa-miR-1277-5p with sequence AAAUAUAUAUAUAUAUGUACGUAU. The protein sequence of the target gene is MSEAPRFFVGPEDTEINPGNYRHFFHHADEDDEEEDDSPPERQIVVGICSMAKKSKSKPMKEILERISLFKYITVVVFEEEVILNEPVENWPLCDCLISFHSKGFPLDKAVAYAKLRNPFVINDLNMQYLIQDRREVYSILQAEGILLPRYAILNRDPNNPKECNLIEGEDHVEVNGEVFQKPFVEKPVSAEDHNVYIYYPTSAGGGSQRLFRKIGSRSSVYSPESNVRKTGSYIYEEFMPTDGTDVKVYTVGPDYAHAEARKSPALDGKVERDSEGKEVRYPVILNAREKLIAWKVCLA.... Result: 1 (interaction). (7) The miRNA is mmu-miR-3065-5p with sequence UCAACAAAAUCACUGAUGCUGG. The protein sequence of the target gene is MDFVRLARLFARARPMGLFILQHLDPCRARWAGGREGLMRPMWAPFSSSSSQLPLGQERQENTGSLGSDPSHSNSTATQEEDEEEEESFGTLSDKYSSRRLFRKSAAQFHNLRFGERRDEQMEPEPKLWRGRRNTPYWYFLQCKHLIKEGKLVEALDLFERQMLKEERLQPMESNYTVLIGGCGRVGYLKKAFNLYNQMKKRDLEPSDATYTALFNVCAESPWKDSALQSALKLRQQLQAKNFELNLKTYHALLKMAAKCADLRMCLDVFKEIIHKGHVVTEETFSFLLMGCIQDKKTGF.... Result: 0 (no interaction). (8) The protein sequence of the target gene is MAEDKTKPSELDQGKYDADDNVKIICLGDSAVGKSKLMERFLMDGFQPQQLSTYALTLYKHTATVDGKTILVDFWDTAGQERFQSMHASYYHKAHACIMVFDIQRKVTYRNLSTWYTELREFRPEIPCIVVANKIDDINVTQKSFNFAKKFSLPLYFVSAADGTNVVKLFNDAIRLAVSYKQNSQDFMDEIFQELENFSLEQEEEDVPDQEQSSSIETPSEEVASPHS. The miRNA is mmu-miR-182-3p with sequence GUGGUUCUAGACUUGCCAACU. Result: 0 (no interaction). (9) The miRNA is hsa-miR-3148 with sequence UGGAAAAAACUGGUGUGUGCUU. The protein sequence of the target gene is MQPPPPGPLGDCLRDWEDLQQDFQNIQETHRLYRLKLEELTKLQNNCTSSITRQKKRLQELALALKKCKPSLPAEAEGAAQELENQMKERQGLFFDMEAYLPKKNGLYLSLVLGNVNVTLLSKQAKFAYKDEYEKFKLYLTIILILISFTCRFLLNSRVTDAAFNFLLVWYYCTLTIRESILINNGSRIKGWWVFHHYVSTFLSGVMLTWPDGLMYQKFRNQFLSFSMYQSFVQFLQYYYQSGCLYRLRALGERHTMDLTVEGFQSWMWRGLTFLLPFLFFGHFWQLFNALTLFNLAQDP.... Result: 0 (no interaction).